This data is from Catalyst prediction with 721,799 reactions and 888 catalyst types from USPTO. The task is: Predict which catalyst facilitates the given reaction. Reactant: C(N(CC)CC)C.[CH3:8][C:9]1[CH:14]=[CH:13][C:12]([S:15](Cl)(=[O:17])=[O:16])=[CH:11][CH:10]=1.[NH:19]1[CH:23]=[CH:22][N:21]=[C:20]1[C:24](=[O:26])[CH3:25].C(OCC)(=O)C. Product: [CH3:8][C:9]1[CH:14]=[CH:13][C:12]([S:15]([N:19]2[CH:23]=[CH:22][N:21]=[C:20]2[C:24](=[O:26])[CH3:25])(=[O:17])=[O:16])=[CH:11][CH:10]=1. The catalyst class is: 46.